This data is from Full USPTO retrosynthesis dataset with 1.9M reactions from patents (1976-2016). The task is: Predict the reactants needed to synthesize the given product. (1) Given the product [CH:1]([O:4][C:5]([N:7]1[CH2:12][CH2:11][CH:10]([O:13][C:14]2[C:23]3[C:18](=[C:19]([C:32]4[CH:33]=[CH:34][C:29]([O:28][CH:25]([CH3:27])[CH3:26])=[CH:30][CH:31]=4)[CH:20]=[CH:21][CH:22]=3)[N:17]=[CH:16][CH:15]=2)[CH2:9][CH2:8]1)=[O:6])([CH3:3])[CH3:2], predict the reactants needed to synthesize it. The reactants are: [CH:1]([O:4][C:5]([N:7]1[CH2:12][CH2:11][CH:10]([O:13][C:14]2[C:23]3[C:18](=[C:19](Cl)[CH:20]=[CH:21][CH:22]=3)[N:17]=[CH:16][CH:15]=2)[CH2:9][CH2:8]1)=[O:6])([CH3:3])[CH3:2].[CH:25]([O:28][C:29]1[CH:34]=[CH:33][C:32](B(O)O)=[CH:31][CH:30]=1)([CH3:27])[CH3:26].C(=O)([O-])[O-].[Na+].[Na+].C1(C)C=CC=CC=1. (2) Given the product [C:11]([C:10]1[C:2]([CH3:1])=[C:3]2[C:7](=[CH:8][CH:9]=1)[N:6]([CH:17]1[CH2:22][CH2:21][CH2:20][CH2:19][O:18]1)[N:5]=[CH:4]2)#[C:12][CH2:23][CH3:24], predict the reactants needed to synthesize it. The reactants are: [CH3:1][C:2]1[C:10]([C:11]#[C:12][Si](C)(C)C)=[CH:9][CH:8]=[C:7]2[C:3]=1[CH:4]=[N:5][N:6]2[CH:17]1[CH2:22][CH2:21][CH2:20][CH2:19][O:18]1.[C:23](C1C=C2C(=CC=1)N(C1CCCCO1)N=C2)#[CH:24].C(C1C=C2C(=CC=1)N(C1CCCCO1)N=C2)#CCC. (3) Given the product [F:1][C:2]1[CH:3]=[CH:4][C:5]([C:8]2[C:20]([CH:21]([F:44])[C:22]3[CH:23]=[CH:24][C:25]([O:28][C:29]([F:31])([F:32])[F:30])=[CH:26][CH:27]=3)=[C:19]([CH:34]([CH3:36])[CH3:35])[CH:18]=[C:17]3[C:9]=2[C:10](=[O:37])[CH2:11][C:12]2([O:16]3)[CH2:15][CH2:14][CH2:13]2)=[CH:6][CH:7]=1, predict the reactants needed to synthesize it. The reactants are: [F:1][C:2]1[CH:7]=[CH:6][C:5]([C:8]2[C:20]([CH:21](O)[C:22]3[CH:27]=[CH:26][C:25]([O:28][C:29]([F:32])([F:31])[F:30])=[CH:24][CH:23]=3)=[C:19]([CH:34]([CH3:36])[CH3:35])[CH:18]=[C:17]3[C:9]=2[C:10](=[O:37])[CH2:11][C:12]2([O:16]3)[CH2:15][CH2:14][CH2:13]2)=[CH:4][CH:3]=1.C(N(S(F)(F)[F:44])CC)C.O. (4) Given the product [N:14]1([C:4]2[CH:11]=[CH:10][C:7]([C:8]#[N:9])=[CH:6][CH:5]=2)[CH2:18][CH2:17][CH2:16][CH2:15]1, predict the reactants needed to synthesize it. The reactants are: [F-].[Cs+].F[C:4]1[CH:11]=[CH:10][C:7]([C:8]#[N:9])=[CH:6][CH:5]=1.C[Si](C)(C)[N:14]1[CH2:18][CH2:17][CH2:16][CH2:15]1.O. (5) The reactants are: [Cl:1][C:2]1[CH:3]=[C:4](I)[C:5]2[O:10][CH:9]([C:11]([F:14])([F:13])[F:12])[C:8]([C:15]([O:17][CH2:18][CH3:19])=[O:16])=[CH:7][C:6]=2[CH:20]=1.C(N(CC)CC)C.[Cl:29][CH2:30][CH2:31][CH2:32][C:33]#[CH:34]. Given the product [Cl:1][C:2]1[CH:3]=[C:4]([C:34]#[C:33][CH2:32][CH2:31][CH2:30][Cl:29])[C:5]2[O:10][CH:9]([C:11]([F:14])([F:13])[F:12])[C:8]([C:15]([O:17][CH2:18][CH3:19])=[O:16])=[CH:7][C:6]=2[CH:20]=1, predict the reactants needed to synthesize it. (6) Given the product [F:36][C:30]1[CH:31]=[C:32]([F:35])[CH:33]=[CH:34][C:29]=1[O:28][C:3]1[C:2]2[N:1]=[CH:37][NH:8][C:7]=2[CH:6]=[CH:5][C:4]=1[C:9]1[C:10]2[CH:19]=[N:18][NH:17][C:11]=2[C:12](=[O:16])[N:13]([CH3:15])[CH:14]=1, predict the reactants needed to synthesize it. The reactants are: [NH2:1][C:2]1[C:3]([O:28][C:29]2[CH:34]=[CH:33][C:32]([F:35])=[CH:31][C:30]=2[F:36])=[C:4]([C:9]2[C:10]3[C:11](=[N:17][N:18](COCC[Si](C)(C)C)[CH:19]=3)[C:12](=[O:16])[N:13]([CH3:15])[CH:14]=2)[CH:5]=[CH:6][C:7]=1[NH2:8].[CH:37]([O-])([O-])OCC.O.C1(C)C=CC(S(O)(=O)=O)=CC=1.FC(F)(F)C(O)=O. (7) Given the product [O:1]1[CH2:7][CH2:6][CH2:5][CH2:4][O:3][CH:2]1[CH2:8][C:9](=[N:12][OH:13])[NH2:10], predict the reactants needed to synthesize it. The reactants are: [O:1]1[CH2:7][CH2:6][CH2:5][CH2:4][O:3][CH:2]1[CH2:8][C:9]#[N:10].Cl.[NH2:12][OH:13].C[O-].[Na+]. (8) Given the product [O:26]=[C:17]1[C:18]2[C:19](=[CH:22][CH:23]=[CH:24][CH:25]=2)[C:20](=[O:21])[N:16]1[O:1][CH:2]1[CH2:3][CH2:4][N:5]([C:8]([O:10][C:11]([CH3:14])([CH3:13])[CH3:12])=[O:9])[CH2:6][CH2:7]1, predict the reactants needed to synthesize it. The reactants are: [OH:1][CH:2]1[CH2:7][CH2:6][N:5]([C:8]([O:10][C:11]([CH3:14])([CH3:13])[CH3:12])=[O:9])[CH2:4][CH2:3]1.O[N:16]1[C:20](=[O:21])[C:19]2=[CH:22][CH:23]=[CH:24][CH:25]=[C:18]2[C:17]1=[O:26]. (9) Given the product [O:8]=[CH:6][C@@H:5]([C@H:4]([C@@H:3]([C@@H:2]([CH2:1][OH:23])[OH:7])[OH:22])[OH:21])[OH:20].[O:7]=[CH:2][C@@H:3]([C@H:4]([C@@H:5]([CH2:6][OH:8])[OH:20])[OH:21])[OH:22].[CH2:1]([OH:23])[C@H:2]1[O:7][C@@H:6]([O:8][C@H:9]2[C@H:14]([OH:15])[C@@H:13]([OH:16])[C@H:12]([OH:17])[O:11][C@@H:10]2[CH2:18][OH:19])[C@H:5]([OH:20])[C@@H:4]([OH:21])[C@@H:3]1[OH:22], predict the reactants needed to synthesize it. The reactants are: [CH2:1]([OH:23])[C@H:2]1[O:7][C@@H:6]([O:8][C@H:9]2[C@H:14]([OH:15])[C@@H:13]([OH:16])[C@H:12]([OH:17])[O:11][C@@H:10]2[CH2:18][OH:19])[C@H:5]([OH:20])[C@@H:4]([OH:21])[C@@H:3]1[OH:22].C(O)(=O)C(C)O.